This data is from Catalyst prediction with 721,799 reactions and 888 catalyst types from USPTO. The task is: Predict which catalyst facilitates the given reaction. (1) Product: [O:28]1[C:27]2[CH:31]=[CH:32][C:24]([CH2:23][NH:7][CH2:8][CH2:9][CH2:10][N:11]([C:13]3[S:17][N:16]=[C:15]([N:18]4[CH:22]=[CH:21][N:20]=[CH:19]4)[N:14]=3)[CH3:12])=[CH:25][C:26]=2[O:30][CH2:29]1. Reactant: C(OC(=O)[N:7]([CH2:23][C:24]1[CH:32]=[CH:31][C:27]2[O:28][CH2:29][O:30][C:26]=2[CH:25]=1)[CH2:8][CH2:9][CH2:10][N:11]([C:13]1[S:17][N:16]=[C:15]([N:18]2[CH:22]=[CH:21][N:20]=[CH:19]2)[N:14]=1)[CH3:12])(C)(C)C. The catalyst class is: 137. (2) Reactant: [O:1]1[C:5]2[CH:6]=[CH:7][C:8]([O:10][C:11]3[N:28]=[CH:27][CH:26]=[CH:25][C:12]=3[C:13]([NH:15][CH2:16][C:17]3[CH:22]=[CH:21][C:20]([OH:23])=[CH:19][C:18]=3[F:24])=[O:14])=[CH:9][C:4]=2[O:3][CH2:2]1.[C:29](#[N:33])[CH:30]([CH3:32])O.C1(P(C2C=CC=CC=2)C2C=CC=CC=2)C=CC=CC=1.N(C(OCC)=O)=NC(OCC)=O. Product: [O:1]1[C:5]2[CH:6]=[CH:7][C:8]([O:10][C:11]3[N:28]=[CH:27][CH:26]=[CH:25][C:12]=3[C:13]([NH:15][CH2:16][C:17]3[CH:22]=[CH:21][C:20]([O:23][CH:30]([C:29]#[N:33])[CH3:32])=[CH:19][C:18]=3[F:24])=[O:14])=[CH:9][C:4]=2[O:3][CH2:2]1. The catalyst class is: 54.